Dataset: Forward reaction prediction with 1.9M reactions from USPTO patents (1976-2016). Task: Predict the product of the given reaction. (1) Given the reactants [CH2:1]([O:8][C:9]([NH:11][CH2:12][C:13]([OH:15])=[O:14])=[O:10])[C:2]1[CH:7]=[CH:6][CH:5]=[CH:4][CH:3]=1.Cl.CN(C)CCCN=C=NCC.O.ON1C2C=CC=CC=2N=N1.[CH3:39][Si:40]([CH3:45])([CH3:44])[CH2:41][CH2:42]O, predict the reaction product. The product is: [CH2:1]([O:8][C:9]([NH:11][CH2:12][C:13]([O:15][CH2:42][CH2:41][Si:40]([CH3:45])([CH3:44])[CH3:39])=[O:14])=[O:10])[C:2]1[CH:3]=[CH:4][CH:5]=[CH:6][CH:7]=1. (2) Given the reactants [NH:1]1[CH2:6][CH2:5][O:4][CH2:3][CH2:2]1.[S:7](N)([NH2:10])(=[O:9])=[O:8], predict the reaction product. The product is: [N:1]1([S:7]([NH2:10])(=[O:9])=[O:8])[CH2:6][CH2:5][O:4][CH2:3][CH2:2]1. (3) Given the reactants COC1C=CC(C[N:8](CC2C=CC(OC)=CC=2)[C:9]2[CH:10]=[C:11]3[C:22]4[CH:21]=[CH:20][C:19]([O:23][CH2:24][C@@H:25]([NH:30]C(=O)OC(C)(C)C)[CH2:26][CH:27]([CH3:29])[CH3:28])=[CH:18][C:17]=4[O:16][CH:15]([CH3:38])[C:12]3=[CH:13][N:14]=2)=CC=1.C(O)(C(F)(F)F)=O, predict the reaction product. The product is: [NH2:30][C@@H:25]([CH2:26][CH:27]([CH3:29])[CH3:28])[CH2:24][O:23][C:19]1[CH:20]=[CH:21][C:22]2[C:11]3[C:12](=[CH:13][N:14]=[C:9]([NH2:8])[CH:10]=3)[CH:15]([CH3:38])[O:16][C:17]=2[CH:18]=1. (4) The product is: [O:16]1[CH2:17][CH2:18][N:13]([C:2]2[CH:3]=[C:4]([N+:10]([O-:12])=[O:11])[C:5]([C:8]#[N:9])=[N:6][CH:7]=2)[CH2:14][CH2:15]1. Given the reactants Br[C:2]1[CH:3]=[C:4]([N+:10]([O-:12])=[O:11])[C:5]([C:8]#[N:9])=[N:6][CH:7]=1.[NH:13]1[CH2:18][CH2:17][O:16][CH2:15][CH2:14]1, predict the reaction product. (5) Given the reactants [Cl:1][C:2]1[CH:3]=[CH:4][C:5]([NH:8][C:9](=[O:37])[C:10]([NH:12][C@H:13]2[CH2:18][CH2:17][C@H:16]([C:19](=[O:23])[N:20]([CH3:22])[CH3:21])[CH2:15][C@H:14]2[NH:24][C:25]([C:27]2[S:28][C:29]3[CH2:30][N:31]([CH3:36])[CH2:32][CH2:33][C:34]=3[N:35]=2)=[O:26])=[O:11])=[N:6][CH:7]=1.[C:38]1([CH3:48])[CH:43]=[CH:42][C:41]([S:44]([OH:47])(=[O:46])=[O:45])=[CH:40][CH:39]=1, predict the reaction product. The product is: [OH2:11].[C:38]1([CH3:48])[CH:39]=[CH:40][C:41]([S:44]([OH:47])(=[O:45])=[O:46])=[CH:42][CH:43]=1.[Cl:1][C:2]1[CH:3]=[CH:4][C:5]([NH:8][C:9](=[O:37])[C:10]([NH:12][C@H:13]2[CH2:18][CH2:17][C@H:16]([C:19](=[O:23])[N:20]([CH3:22])[CH3:21])[CH2:15][C@H:14]2[NH:24][C:25]([C:27]2[S:28][C:29]3[CH2:30][N:31]([CH3:36])[CH2:32][CH2:33][C:34]=3[N:35]=2)=[O:26])=[O:11])=[N:6][CH:7]=1. (6) Given the reactants [CH:1]1([C:4]([N:6]2[CH2:11][CH2:10][N:9]([C:12]3[N:19]=[C:18]([CH:20]4[CH2:22][CH2:21]4)[C:17]([CH:23]4[O:28][CH2:27][CH2:26][N:25](S(C5C=CC([N+]([O-])=O)=CC=5)(=O)=O)[CH2:24]4)=[CH:16][C:13]=3[C:14]#[N:15])[CH2:8][C@H:7]2[CH3:41])=[O:5])[CH2:3][CH2:2]1.C(S)CCC.O[Li].O, predict the reaction product. The product is: [CH:1]1([C:4]([N:6]2[CH2:11][CH2:10][N:9]([C:12]3[N:19]=[C:18]([CH:20]4[CH2:22][CH2:21]4)[C:17]([CH:23]4[O:28][CH2:27][CH2:26][NH:25][CH2:24]4)=[CH:16][C:13]=3[C:14]#[N:15])[CH2:8][C@H:7]2[CH3:41])=[O:5])[CH2:3][CH2:2]1. (7) Given the reactants [Br-].[N:11]1[C:19]2[CH:18]=[CH:3][CH:16]=[CH:15][C:14]=2N[CH:3]=1.[NH:11]1[C:19]2[C:14](=[CH:15][CH:16]=C[CH:18]=2)C=N1.[N+:20](NC1C=CC=CC=1)([O-:22])=[O:21].Br[CH2:31][C:32](Cl)=[O:33].[CH2:35]([N:37]([CH2:40][CH3:41])[CH2:38][CH3:39])C.[CH3:42][C:43]([N:45]([CH3:47])[CH3:46])=O, predict the reaction product. The product is: [CH:38]([N:37]1[CH2:40][CH2:41][C:32]2([O:33][CH2:42][CH2:43][N:45]([C:47]3[CH:16]=[CH:15][C:14]([N+:20]([O-:22])=[O:21])=[C:19]([NH2:11])[CH:18]=3)[CH2:46]2)[CH2:31][CH2:35]1)([CH3:3])[CH3:39]. (8) The product is: [F:25][C:26]1[CH:47]=[CH:46][C:29]([CH2:30][N:31]2[CH2:35][CH2:34][N:33]([C:36]3[S:40][C:39]([C:41]([NH:7][CH2:11][C:10]4[O:14][CH:13]=[CH:12][N:9]=4)=[O:42])=[C:38]([CH3:44])[CH:37]=3)[C:32]2=[O:45])=[CH:28][CH:27]=1. Given the reactants CC1C=C([N:7]2[CH2:11][CH2:10][N:9]([CH2:12][CH2:13][O:14]C3C=CC=CC=3)C2=O)SC=1C(O)=O.[F:25][C:26]1[CH:47]=[CH:46][C:29]([CH2:30][N:31]2[CH2:35][CH2:34][N:33]([C:36]3[S:40][C:39]([C:41](O)=[O:42])=[C:38]([CH3:44])[CH:37]=3)[C:32]2=[O:45])=[CH:28][CH:27]=1.O1C=CN=C1CN, predict the reaction product. (9) Given the reactants [CH3:1][N:2]([CH3:17])[S:3]([C:6]1[CH:11]=[CH:10][C:9](Br)=[CH:8][C:7]=1[C:13]([F:16])([F:15])[F:14])(=[O:5])=[O:4].C([O-])(=O)C.[K+].[CH3:23][O:24][C:25]1[CH:30]=[CH:29][N:28]=[C:27]([CH2:31][CH2:32][C:33]2[NH:42][C:36]3=[N:37][CH:38]=[C:39](I)[CH:40]=[C:35]3[N:34]=2)[CH:26]=1.C(=O)([O-])[O-].[K+].[K+].[Cl-].[Li+], predict the reaction product. The product is: [CH3:23][O:24][C:25]1[CH:30]=[CH:29][N:28]=[C:27]([CH2:31][CH2:32][C:33]2[NH:42][C:36]3=[N:37][CH:38]=[C:39]([C:9]4[CH:10]=[CH:11][C:6]([S:3]([N:2]([CH3:17])[CH3:1])(=[O:5])=[O:4])=[C:7]([C:13]([F:16])([F:15])[F:14])[CH:8]=4)[CH:40]=[C:35]3[N:34]=2)[CH:26]=1. (10) Given the reactants [CH:1]12[CH2:10][CH:4]([CH:5](C(O)=O)[CH2:6]1)[CH:3]=[CH:2]2.S(Cl)([Cl:13])=O.C(N(CC)CC)C.CC([O:26][CH3:27])(C)C, predict the reaction product. The product is: [C:1]12([C:27]([Cl:13])=[O:26])[CH2:10][CH:4]([CH2:5][CH2:6]1)[CH:3]=[CH:2]2.